From a dataset of Reaction yield outcomes from USPTO patents with 853,638 reactions. Predict the reaction yield, written as a fraction of the theoretical maximum amount of product (1.0 means a 100% yield; for example, 0.34 means a 34% yield). (1) The reactants are COC([N:5]1[C:13]2[C:8](=[C:9]([NH:14][C:15]([NH:17][CH:18]3[C:27]4[C:22](=[CH:23][C:24]([C:28]([CH3:31])([CH3:30])[CH3:29])=[CH:25][CH:26]=4)[O:21][CH2:20][CH2:19]3)=[O:16])[CH:10]=[CH:11][CH:12]=2)[CH:7]=[N:6]1)=O.[OH-].[Na+]. The catalyst is CO.O1CCCC1.O. The product is [C:28]([C:24]1[CH:23]=[C:22]2[C:27]([CH:18]([NH:17][C:15]([NH:14][C:9]3[CH:10]=[CH:11][CH:12]=[C:13]4[C:8]=3[CH:7]=[N:6][NH:5]4)=[O:16])[CH2:19][CH2:20][O:21]2)=[CH:26][CH:25]=1)([CH3:31])([CH3:29])[CH3:30]. The yield is 0.860. (2) The reactants are [Li]C(C)(C)C.[CH3:6][CH2:7][CH2:8][CH2:9]C.Br[C:12]1[CH:13]=[N:14][C:15](=[CH:17]N(C)C)[CH:16]=1.ICCCC.C([O-])(O)=[O:27].[Na+]. The catalyst is C1COCC1.C(Cl)Cl.O. The product is [CH2:6]([C:12]1[CH:16]=[C:15]([CH:17]=[O:27])[NH:14][CH:13]=1)[CH2:7][CH2:8][CH3:9]. The yield is 0.710. (3) The catalyst is O1CCOCC1. The product is [NH2:1][C:2]1([C:6]2[CH:7]=[CH:8][C:9]([C:12]3[C:13](=[O:31])[C:14]4[C:15]([O:23][C:24]=3[C:25]3[CH:26]=[CH:27][CH:28]=[CH:29][CH:30]=3)=[C:16]([CH2:20][CH3:21])[N:17]=[CH:18][CH:19]=4)=[CH:10][CH:11]=2)[CH2:5][CH2:4][CH2:3]1. The reactants are [NH2:1][C:2]1([C:6]2[CH:11]=[CH:10][C:9]([C:12]3[C:13](=[O:31])[C:14]4[C:15]([O:23][C:24]=3[C:25]3[CH:30]=[CH:29][CH:28]=[CH:27][CH:26]=3)=[C:16]([CH2:20][CH2:21]Cl)[N:17]=[CH:18][CH:19]=4)=[CH:8][CH:7]=2)[CH2:5][CH2:4][CH2:3]1.C(C1N=CC=C2C(=O)C(C3C=CC(C4(NC(=O)OC(C)(C)C)CCC4)=CC=3)=C(C3C=CC=CC=3)OC=12)C.Cl. The yield is 0.620.